From a dataset of Forward reaction prediction with 1.9M reactions from USPTO patents (1976-2016). Predict the product of the given reaction. (1) Given the reactants Br[C:2]1[CH:7]=[CH:6][C:5]([CH:8]([CH3:23])[C:9]([C:15]2[CH:16]=[N:17][C:18]([O:21][CH3:22])=[CH:19][CH:20]=2)([OH:14])[C:10]([F:13])([F:12])[F:11])=[C:4]([Cl:24])[CH:3]=1.[Cl:25][C:26]1[CH:31]=[CH:30][C:29](B(O)O)=[CH:28][C:27]=1[C:35]([O:37][CH2:38][CH3:39])=[O:36], predict the reaction product. The product is: [CH2:38]([O:37][C:35]([C:27]1[CH:28]=[C:29]([C:2]2[CH:7]=[CH:6][C:5]([CH:8]([CH3:23])[C:9]([OH:14])([C:15]3[CH:16]=[N:17][C:18]([O:21][CH3:22])=[CH:19][CH:20]=3)[C:10]([F:13])([F:12])[F:11])=[C:4]([Cl:24])[CH:3]=2)[CH:30]=[CH:31][C:26]=1[Cl:25])=[O:36])[CH3:39]. (2) Given the reactants [Cl:1][C:2]1[CH:3]=[CH:4][C:5]([NH:18][CH2:19][CH:20]2[CH2:25][CH2:24][NH:23][CH2:22][CH2:21]2)=[C:6]([CH:17]=1)[C:7]([NH:9][C:10]1[CH:15]=[CH:14][C:13]([CH3:16])=[CH:12][N:11]=1)=[O:8].[CH3:26][C:27]([CH2:29][CH3:30])=O.C([BH3-])#N.[Na+], predict the reaction product. The product is: [Cl:1][C:2]1[CH:3]=[CH:4][C:5]([NH:18][CH2:19][CH:20]2[CH2:25][CH2:24][N:23]([CH:27]([CH2:29][CH3:30])[CH3:26])[CH2:22][CH2:21]2)=[C:6]([CH:17]=1)[C:7]([NH:9][C:10]1[CH:15]=[CH:14][C:13]([CH3:16])=[CH:12][N:11]=1)=[O:8]. (3) Given the reactants [Cl:1][C:2]1[C:3]([OH:12])=[CH:4][C:5]([OH:11])=[C:6]([CH:10]=1)[C:7]([OH:9])=O.Cl.CN(C)CCCN=C=NCC.C1C=CC2N(O)N=NC=2C=1.Cl.Cl.[CH3:37][N:38]1[CH2:43][CH2:42][N:41]([C:44]2[CH:45]=[C:46]3[C:50](=[CH:51][CH:52]=2)[CH2:49][NH:48][CH2:47]3)[CH2:40][CH2:39]1.C(N(CC)CC)C, predict the reaction product. The product is: [Cl:1][C:2]1[C:3]([OH:12])=[CH:4][C:5]([OH:11])=[C:6]([C:7]([N:48]2[CH2:47][C:46]3[C:50](=[CH:51][CH:52]=[C:44]([N:41]4[CH2:40][CH2:39][N:38]([CH3:37])[CH2:43][CH2:42]4)[CH:45]=3)[CH2:49]2)=[O:9])[CH:10]=1.